Dataset: Forward reaction prediction with 1.9M reactions from USPTO patents (1976-2016). Task: Predict the product of the given reaction. The product is: [CH3:2][CH:3]1[C:12]2[C:7](=[CH:8][C:9]([C:13]([F:16])([F:15])[F:14])=[CH:10][CH:11]=2)[N:6]=[C:5]([NH:28][CH2:27][CH2:26][O:19][C:20]2[CH:25]=[CH:24][CH:23]=[CH:22][CH:21]=2)[NH:4]1. Given the reactants I.[CH3:2][CH:3]1[C:12]2[C:7](=[CH:8][C:9]([C:13]([F:16])([F:15])[F:14])=[CH:10][CH:11]=2)[N:6]=[C:5](SC)[NH:4]1.[O:19]([CH2:26][CH2:27][NH2:28])[C:20]1[CH:25]=[CH:24][CH:23]=[CH:22][CH:21]=1.[OH-].[Na+].C(Cl)Cl, predict the reaction product.